This data is from Peptide-MHC class I binding affinity with 185,985 pairs from IEDB/IMGT. The task is: Regression. Given a peptide amino acid sequence and an MHC pseudo amino acid sequence, predict their binding affinity value. This is MHC class I binding data. (1) The peptide sequence is YHHFKTIEL. The MHC is HLA-B57:01 with pseudo-sequence HLA-B57:01. The binding affinity (normalized) is 0.213. (2) The peptide sequence is MSIISFFPF. The MHC is HLA-B08:01 with pseudo-sequence HLA-B08:01. The binding affinity (normalized) is 0.376. (3) The peptide sequence is WLSVIAFGK. The MHC is HLA-B58:01 with pseudo-sequence HLA-B58:01. The binding affinity (normalized) is 0.0847. (4) The MHC is HLA-B40:01 with pseudo-sequence HLA-B40:01. The binding affinity (normalized) is 1.00. The peptide sequence is TEEAFKIGL.